Dataset: Catalyst prediction with 721,799 reactions and 888 catalyst types from USPTO. Task: Predict which catalyst facilitates the given reaction. Reactant: Cl.[NH:2]1[C:7]2[N:8]=[CH:9][CH:10]=[CH:11][C:6]=2[C:5]2([CH2:16][CH2:15][NH:14][CH2:13][CH2:12]2)[O:4][C:3]1=[O:17].[Cl:18][C:19]1[C:24]2[NH:25][C:26]([CH:28]3[CH2:33][CH2:32][O:31][CH2:30][CH2:29]3)=[N:27][C:23]=2[CH:22]=[C:21]([O:34][C:35]2[CH:40]=[C:39](Cl)[N:38]=[CH:37][N:36]=2)[CH:20]=1.CCN(C(C)C)C(C)C. Product: [Cl:18][C:19]1[C:24]2[NH:25][C:26]([CH:28]3[CH2:33][CH2:32][O:31][CH2:30][CH2:29]3)=[N:27][C:23]=2[CH:22]=[C:21]([O:34][C:35]2[N:36]=[CH:37][N:38]=[C:39]([N:14]3[CH2:13][CH2:12][C:5]4([O:4][C:3](=[O:17])[NH:2][C:7]5[N:8]=[CH:9][CH:10]=[CH:11][C:6]4=5)[CH2:16][CH2:15]3)[CH:40]=2)[CH:20]=1. The catalyst class is: 3.